This data is from Catalyst prediction with 721,799 reactions and 888 catalyst types from USPTO. The task is: Predict which catalyst facilitates the given reaction. (1) Reactant: [NH2:1][C@@H:2]1[CH2:7][N:6]([C:8]([O:10][C:11]([CH3:14])([CH3:13])[CH3:12])=[O:9])[CH2:5][C@H:4]([C:15]([O:17][CH3:18])=[O:16])[CH2:3]1.[CH:19](=O)[CH:20]([CH3:22])[CH3:21].C(O)(=O)C.C(O[BH-](OC(=O)C)OC(=O)C)(=O)C.[Na+]. Product: [CH2:19]([NH:1][C@@H:2]1[CH2:7][N:6]([C:8]([O:10][C:11]([CH3:12])([CH3:13])[CH3:14])=[O:9])[CH2:5][C@H:4]([C:15]([O:17][CH3:18])=[O:16])[CH2:3]1)[CH:20]([CH3:22])[CH3:21]. The catalyst class is: 5. (2) Reactant: [NH2:1][C:2]1[CH:7]=[CH:6][C:5]([C:8]([C:10]2[CH:15]=[CH:14][CH:13]=[CH:12][C:11]=2[CH3:16])=[O:9])=[C:4]([Cl:17])[CH:3]=1.[C:18]([O-:21])([O-])=[O:19].[Cs+].[Cs+].C1C=CC(P([C:37]2[C:46]([C:39]3[C:38](P(C4C=CC=CC=4)C4C=CC=CC=4)=[CH:37][CH:46]=[C:45]4[C:40]=3[CH:41]=[CH:42]C=C4)=[C:45]3[C:40]([CH:41]=[CH:42]C=C3)=[CH:39][CH:38]=2)C2C=CC=CC=2)=CC=1. Product: [Cl:17][C:4]1[CH:3]=[C:2]([NH:1][C:39]2[CH:38]=[CH:37][CH:46]=[CH:45][C:40]=2[CH2:41][CH2:42][O:19][CH:18]2[CH2:4][CH2:3][CH2:2][CH2:7][O:21]2)[CH:7]=[CH:6][C:5]=1[C:8]([C:10]1[CH:15]=[CH:14][CH:13]=[CH:12][C:11]=1[CH3:16])=[O:9]. The catalyst class is: 62. (3) Reactant: [CH2:1]1[C:6]2[CH:7]=[CH:8][C:9]([NH:11]C(=O)OCC3C=CC=CC=3)=[CH:10][C:5]=2[CH2:4][CH2:3][O:2]1.CO.O(C(C)(C)C)[Li].[C:30]([O:33][C@H:34]([CH2:40]Cl)[CH2:35][NH:36][C:37](=[O:39])[CH3:38])(=[O:32])C. Product: [CH2:1]1[C:6]2[CH:7]=[CH:8][C:9]([N:11]3[CH2:40][C@H:34]([CH2:35][NH:36][C:37](=[O:39])[CH3:38])[O:33][C:30]3=[O:32])=[CH:10][C:5]=2[CH2:4][CH2:3][O:2]1. The catalyst class is: 3. (4) Reactant: [C:1]1([C:6]2[CH:30]=[CH:29][C:9]([C:10]([NH:12][CH2:13][C:14]3[C:15]([CH2:20][NH:21]C(=O)OC(C)(C)C)=[N:16][CH:17]=[CH:18][CH:19]=3)=[O:11])=[C:8]([NH:31][CH2:32][CH2:33][C:34]3[CH:39]=[CH:38][CH:37]=[C:36]([F:40])[CH:35]=3)[N:7]=2)[CH2:5][CH2:4][CH2:3][CH:2]=1.Cl.O1CCOCC1. Product: [NH2:21][CH2:20][C:15]1[C:14]([CH2:13][NH:12][C:10](=[O:11])[C:9]2[CH:29]=[CH:30][C:6]([C:1]3[CH2:5][CH2:4][CH2:3][CH:2]=3)=[N:7][C:8]=2[NH:31][CH2:32][CH2:33][C:34]2[CH:39]=[CH:38][CH:37]=[C:36]([F:40])[CH:35]=2)=[CH:19][CH:18]=[CH:17][N:16]=1. The catalyst class is: 5.